Dataset: Full USPTO retrosynthesis dataset with 1.9M reactions from patents (1976-2016). Task: Predict the reactants needed to synthesize the given product. (1) Given the product [F:1][C:2]1[CH:3]=[C:4]2[C:8](=[CH:9][CH:10]=1)[N:7]([CH2:11][C:12]([OH:14])=[O:13])[C:6]([CH3:16])=[C:5]2[CH2:17][C:18]1[CH:23]=[CH:22][C:21](=[O:24])[N:20]([CH2:26][CH2:27][CH2:28][C:29]([F:32])([F:31])[F:30])[N:19]=1, predict the reactants needed to synthesize it. The reactants are: [F:1][C:2]1[CH:3]=[C:4]2[C:8](=[CH:9][CH:10]=1)[N:7]([CH2:11][C:12]([O:14]C)=[O:13])[C:6]([CH3:16])=[C:5]2[CH2:17][C:18]1[CH:23]=[CH:22][C:21](=[O:24])[NH:20][N:19]=1.Br[CH2:26][CH2:27][CH2:28][C:29]([F:32])([F:31])[F:30].[Li+].[OH-]. (2) Given the product [F:1][C:2]1[CH:3]=[CH:4][C:5]([O:10][CH3:11])=[C:6]([CH:7]=[N:42][C:16]([O:15][Si:22]([CH3:29])([CH3:28])[CH3:21])=[CH2:17])[CH:9]=1, predict the reactants needed to synthesize it. The reactants are: [F:1][C:2]1[CH:3]=[CH:4][C:5]([O:10][CH3:11])=[C:6]([CH:9]=1)[CH:7]=O.ClC1C=[C:15](C=CC=1)[CH:16]=[O:17].[CH3:21][Si:22]([CH3:29])([CH3:28])N[Si:22]([CH3:29])([CH3:28])[CH3:21].C([Li])CCC.C[Si](Cl)(C)C.C([N:42](CC)CC)C.C(Cl)(=O)C. (3) Given the product [C:21]([Si:24]([CH3:26])([CH3:25])[O:19][C:6]1[CH:7]=[C:8]2[C:3](=[CH:4][CH:5]=1)[N:2]([CH3:1])[C:14]1[C:13]3[CH:15]=[CH:16][CH:17]=[CH:18][C:12]=3[S:11][CH2:10][C:9]2=1)([CH3:23])([CH3:22])[CH3:20], predict the reactants needed to synthesize it. The reactants are: [CH3:1][N:2]1[C:14]2[C:13]3[CH:15]=[CH:16][CH:17]=[CH:18][C:12]=3[S:11][CH2:10][C:9]=2[C:8]2[C:3]1=[CH:4][CH:5]=[C:6]([OH:19])[CH:7]=2.[CH3:20][C:21]([Si:24](Cl)([CH3:26])[CH3:25])([CH3:23])[CH3:22]. (4) Given the product [F:34][CH:19]([F:18])[C:20]1[O:24][N:23]=[C:22]([C:25]2[CH:26]=[N:27][CH:28]=[C:29]([CH:33]=2)[C:30]([NH:15][CH2:14][C:13]([C:11]2[N:12]=[C:8]([C:5]3[CH:4]=[CH:3][C:2]([F:1])=[CH:7][CH:6]=3)[O:9][CH:10]=2)([CH3:17])[CH3:16])=[O:31])[N:21]=1, predict the reactants needed to synthesize it. The reactants are: [F:1][C:2]1[CH:7]=[CH:6][C:5]([C:8]2[O:9][CH:10]=[C:11]([C:13]([CH3:17])([CH3:16])[CH2:14][NH2:15])[N:12]=2)=[CH:4][CH:3]=1.[F:18][CH:19]([F:34])[C:20]1[O:24][N:23]=[C:22]([C:25]2[CH:26]=[N:27][CH:28]=[C:29]([CH:33]=2)[C:30](O)=[O:31])[N:21]=1. (5) Given the product [OH:22][CH2:19][C:20]1[O:1][C:2]2[CH:9]=[CH:8][C:5]([CH:6]=[O:7])=[CH:4][C:3]=2[CH:21]=1, predict the reactants needed to synthesize it. The reactants are: [OH:1][C:2]1[CH:9]=[CH:8][C:5]([CH:6]=[O:7])=[CH:4][C:3]=1I.CN(C)C(N(C)C)=N.[CH2:19]([OH:22])[C:20]#[CH:21]. (6) Given the product [N+:27](/[CH:30]=[CH:19]/[C:14]1[CH:15]=[CH:16][CH:17]=[C:18]2[C:13]=1[CH:12]=[CH:11][N:10]2[S:7]([C:1]1[CH:6]=[CH:5][CH:4]=[CH:3][CH:2]=1)(=[O:9])=[O:8])([O-:29])=[O:28], predict the reactants needed to synthesize it. The reactants are: [C:1]1([S:7]([N:10]2[C:18]3[CH:17]=[CH:16][CH:15]=[C:14]([CH:19]=O)[C:13]=3[CH:12]=[CH:11]2)(=[O:9])=[O:8])[CH:6]=[CH:5][CH:4]=[CH:3][CH:2]=1.C([O-])(=O)C.[NH4+].O.[N+:27]([CH3:30])([O-:29])=[O:28]. (7) Given the product [NH2:10][C@H:11]([CH2:23][OH:24])[CH2:12][CH2:13][N:14]1[CH2:21][CH2:20][C:17]2([CH2:19][CH2:18]2)[C@H:16]([OH:22])[CH2:15]1, predict the reactants needed to synthesize it. The reactants are: C(OC(=O)[NH:10][C@H:11]([CH2:23][OH:24])[CH2:12][CH2:13][N:14]1[CH2:21][CH2:20][C:17]2([CH2:19][CH2:18]2)[C@H:16]([OH:22])[CH2:15]1)C1C=CC=CC=1. (8) Given the product [ClH:28].[NH2:4][C@H:5]([C@H:11]([OH:27])[CH2:12][CH2:13][CH2:14][CH2:15][CH2:16][CH2:17][CH2:18][CH2:19][CH2:20][CH2:21][CH2:22][CH2:23][CH2:24][CH2:25][CH3:26])[C:6]([O:8][CH2:9][CH3:10])=[O:7], predict the reactants needed to synthesize it. The reactants are: C([NH:4][C@H:5]([C@H:11]([OH:27])[CH2:12][CH2:13][CH2:14][CH2:15][CH2:16][CH2:17][CH2:18][CH2:19][CH2:20][CH2:21][CH2:22][CH2:23][CH2:24][CH2:25][CH3:26])[C:6]([O:8][CH2:9][CH3:10])=[O:7])(=O)C.[ClH:28].